This data is from Peptide-MHC class II binding affinity with 134,281 pairs from IEDB. The task is: Regression. Given a peptide amino acid sequence and an MHC pseudo amino acid sequence, predict their binding affinity value. This is MHC class II binding data. (1) The peptide sequence is KMDKLELKGMSYAMC. The MHC is DRB3_0101 with pseudo-sequence DRB3_0101. The binding affinity (normalized) is 0.372. (2) The peptide sequence is WLDAKSTWYGKPTGAGPKDN. The MHC is DRB1_0101 with pseudo-sequence DRB1_0101. The binding affinity (normalized) is 0.263. (3) The peptide sequence is SKLTYENVKMEDVGY. The MHC is DRB3_0101 with pseudo-sequence DRB3_0101. The binding affinity (normalized) is 0.201.